This data is from Catalyst prediction with 721,799 reactions and 888 catalyst types from USPTO. The task is: Predict which catalyst facilitates the given reaction. (1) The catalyst class is: 38. Product: [CH2:13]1[C:14]2[C:19](=[CH:18][CH:17]=[CH:16][CH:15]=2)[CH2:20][CH2:21][N:12]1[CH2:11][CH:10]([OH:22])[CH2:9][NH:8][C:6]1[CH:5]=[N:4][CH:3]=[C:2]([C:30]2[CH:31]=[CH:32][C:27]3[N:26]=[CH:25][N:24]([CH3:23])[C:28]=3[CH:29]=2)[N:7]=1. Reactant: Cl[C:2]1[N:7]=[C:6]([NH:8][CH2:9][CH:10]([OH:22])[CH2:11][N:12]2[CH2:21][CH2:20][C:19]3[C:14](=[CH:15][CH:16]=[CH:17][CH:18]=3)[CH2:13]2)[CH:5]=[N:4][CH:3]=1.[CH3:23][N:24]1[C:28]2[CH:29]=[C:30](B3OC(C)(C)C(C)(C)O3)[CH:31]=[CH:32][C:27]=2[N:26]=[CH:25]1.C([O-])([O-])=O.[Cs+].[Cs+]. (2) Reactant: [CH3:1][C:2]1[C:6]2[CH:7]=[C:8]([CH3:18])[C:9]([C:11]3[CH:12]=[CH:13][C:14]([NH2:17])=[N:15][CH:16]=3)=[CH:10][C:5]=2[O:4][N:3]=1.[Cl:19][C:20]1[CH:28]=[CH:27][CH:26]=[CH:25][C:21]=1[C:22](Cl)=[O:23].CCN(C(C)C)C(C)C.C([O-])(O)=O.[Na+].C(Cl)Cl. Product: [CH3:1][C:2]1[C:6]2[CH:7]=[C:8]([CH3:18])[C:9]([C:11]3[CH:12]=[CH:13][C:14]([NH:17][C:22]([C:21]4[CH:25]=[CH:26][CH:27]=[CH:28][C:20]=4[Cl:19])=[O:23])=[N:15][CH:16]=3)=[CH:10][C:5]=2[O:4][N:3]=1. The catalyst class is: 2. (3) Reactant: OC(C(F)(F)F)=O.[NH2:8][CH2:9][CH2:10][C:11]1[O:15][C:14]([C@@H:16]2[CH2:22][CH2:21][C@@H:20]3[CH2:23][N:17]2[C:18](=[O:32])[N:19]3[O:24][CH2:25][C:26]2[CH:31]=[CH:30][CH:29]=[CH:28][CH:27]=2)=[N:13][N:12]=1.[C:33]([O:37][C:38]([NH:40][C:41](=[N:47][C:48](=[O:54])[O:49][C:50]([CH3:53])([CH3:52])[CH3:51])N1C=CC=N1)=[O:39])([CH3:36])([CH3:35])[CH3:34]. Product: [C:50]([O:49][C:48]([N:47]=[C:41]([NH:40][C:38]([O:37][C:33]([CH3:36])([CH3:35])[CH3:34])=[O:39])[NH:8][CH2:9][CH2:10][C:11]1[O:15][C:14]([C@@H:16]2[CH2:22][CH2:21][C@@H:20]3[CH2:23][N:17]2[C:18](=[O:32])[N:19]3[O:24][CH2:25][C:26]2[CH:31]=[CH:30][CH:29]=[CH:28][CH:27]=2)=[N:13][N:12]=1)=[O:54])([CH3:53])([CH3:52])[CH3:51]. The catalyst class is: 5.